Predict which catalyst facilitates the given reaction. From a dataset of Catalyst prediction with 721,799 reactions and 888 catalyst types from USPTO. (1) Reactant: C(N(CC)CC)C.[P:8]([O-:16])([O:13][CH2:14][CH3:15])([O:10][CH2:11][CH3:12])=[O:9].[C:17]([O:25][CH:26](Cl)[CH3:27])(=[O:24])/[CH:18]=[CH:19]/[C:20]([O:22][CH3:23])=[O:21]. Product: [C:17]([O:25][CH:26]([O:16][P:8]([O:13][CH2:14][CH3:15])([O:10][CH2:11][CH3:12])=[O:9])[CH3:27])(=[O:24])/[CH:18]=[CH:19]/[C:20]([O:22][CH3:23])=[O:21]. The catalyst class is: 3. (2) Reactant: [C:1]([C:3](=[C:7](SC)[S:8][CH3:9])C(O)=O)#[N:2].[CH3:12][N:13]1[CH2:18][CH2:17][NH:16][CH2:15][CH2:14]1.C(N(CC)CC)C. Product: [CH3:12][N:13]1[CH2:18][CH2:17][N:16]([C:7]([S:8][CH3:9])=[CH:3][C:1]#[N:2])[CH2:15][CH2:14]1. The catalyst class is: 5. (3) Reactant: [OH:1][C:2]1[CH:3]=[C:4]([C:12]([O:14][CH3:15])=[O:13])[CH:5]=[C:6]([CH:11]=1)[C:7]([O:9][CH3:10])=[O:8].[CH3:16][O:17][CH2:18][C@H:19](O)[CH3:20].C1(P(C2C=CC=CC=2)C2C=CC=CC=2)C=CC=CC=1. Product: [CH3:10][O:9][C:7](=[O:8])[C:6]1[CH:11]=[C:2]([O:1][C@@H:19]([CH3:20])[CH2:18][O:17][CH3:16])[CH:3]=[C:4]([C:12]([O:14][CH3:15])=[O:13])[CH:5]=1. The catalyst class is: 7. (4) Reactant: C([O:4][P:5]([CH2:11][O:12][CH2:13][C:14]([CH2:37][CH3:38])=[CH:15][CH2:16][C:17]1[C:18]([O:30]CC[Si](C)(C)C)=[C:19]2[C:23](=[C:24]([CH3:28])[C:25]=1[O:26][CH3:27])[CH2:22][O:21][C:20]2=[O:29])(=[O:10])[O:6]C(C)C)(C)C.N1C(C)=CC=CC=1C.Br[Si](C)(C)C. Product: [CH2:37]([C:14](=[CH:15][CH2:16][C:17]1[C:18]([OH:30])=[C:19]2[C:23](=[C:24]([CH3:28])[C:25]=1[O:26][CH3:27])[CH2:22][O:21][C:20]2=[O:29])[CH2:13][O:12][CH2:11][P:5](=[O:4])([OH:6])[OH:10])[CH3:38]. The catalyst class is: 10. (5) Reactant: [Cl:1][C:2]1[CH:7]=[CH:6][C:5]([C:8]2[N:9]=[C:10]3[N:14]([C:15]=2[CH2:16][OH:17])[CH:13]=[C:12]([C:18]([O-:20])=O)[S:11]3)=[CH:4][CH:3]=1.[Na+].[NH:22]1[CH2:27][CH2:26][O:25][CH2:24][CH2:23]1.CN(C(ON1N=NC2C=CC=CC1=2)=[N+](C)C)C.[B-](F)(F)(F)F.C(N(CC)CC)C. Product: [Cl:1][C:2]1[CH:3]=[CH:4][C:5]([C:8]2[N:9]=[C:10]3[N:14]([C:15]=2[CH2:16][OH:17])[CH:13]=[C:12]([C:18]([N:22]2[CH2:27][CH2:26][O:25][CH2:24][CH2:23]2)=[O:20])[S:11]3)=[CH:6][CH:7]=1. The catalyst class is: 3.